The task is: Predict the reaction yield, written as a fraction of the theoretical maximum amount of product (1.0 means a 100% yield; for example, 0.34 means a 34% yield).. This data is from Reaction yield outcomes from USPTO patents with 853,638 reactions. (1) The reactants are [NH2:1][C:2]([CH3:20])([CH3:19])[CH2:3][CH2:4][N:5]1[C:9]2[CH:10]=[CH:11][C:12]([C:14]([O:16][CH2:17][CH3:18])=[O:15])=[CH:13][C:8]=2[N:7]=[CH:6]1.[O:21]1[CH2:23][C@H:22]1[C:24]1[CH:25]=[C:26]([NH:30][S:31]([C:34]2[CH:39]=[CH:38][CH:37]=[CH:36][CH:35]=2)(=[O:33])=[O:32])[CH:27]=[CH:28][CH:29]=1. No catalyst specified. The product is [C:34]1([S:31]([NH:30][C:26]2[CH:25]=[C:24]([C@@H:22]([OH:21])[CH2:23][NH:1][C:2]([CH3:19])([CH3:20])[CH2:3][CH2:4][N:5]3[C:9]4[CH:10]=[CH:11][C:12]([C:14]([O:16][CH2:17][CH3:18])=[O:15])=[CH:13][C:8]=4[N:7]=[CH:6]3)[CH:29]=[CH:28][CH:27]=2)(=[O:32])=[O:33])[CH:39]=[CH:38][CH:37]=[CH:36][CH:35]=1. The yield is 0.190. (2) The reactants are [Br:1][C:2]1[CH:3]=[C:4]2[C:9](=[CH:10][CH:11]=1)[C:8](O)=[CH:7][CH:6]=[CH:5]2.[C:13]1(P(C2C=CC=CC=2)C2C=CC=CC=2)C=CC=CC=1.N(C(OC(C)C)=O)=[N:33][C:34]([O:36]C(C)C)=O.[CH2:46]1[CH2:50][O:49][CH2:48][CH2:47]1. No catalyst specified. The product is [Br:1][C:2]1[CH:3]=[C:4]2[C:9](=[CH:10][CH:11]=1)[CH:8]=[C:7]([O:49][CH2:50][CH:46]1[CH2:47][CH2:48][N:33]([CH3:13])[C:34]1=[O:36])[CH:6]=[CH:5]2. The yield is 0.500. (3) The reactants are [F:1][CH:2]([F:25])[S:3]([C:6]1[CH:21]=[CH:20][C:19]([N+:22]([O-])=O)=[CH:18][C:7]=1[CH2:8][N:9]([CH3:17])[C:10](=[O:16])[O:11][C:12]([CH3:15])([CH3:14])[CH3:13])(=[O:5])=[O:4]. The catalyst is CO.[Pd]. The product is [NH2:22][C:19]1[CH:20]=[CH:21][C:6]([S:3]([CH:2]([F:25])[F:1])(=[O:5])=[O:4])=[C:7]([CH:18]=1)[CH2:8][N:9]([CH3:17])[C:10](=[O:16])[O:11][C:12]([CH3:14])([CH3:15])[CH3:13]. The yield is 0.950.